Dataset: Forward reaction prediction with 1.9M reactions from USPTO patents (1976-2016). Task: Predict the product of the given reaction. (1) The product is: [C:9]([C:5]1[CH:4]=[N:14][N:13]([CH2:15][C:16]([O:18][CH3:19])=[O:17])[C:6]=1[CH3:7])(=[O:11])[CH3:10]. Given the reactants C(O[CH:4]=[C:5]([C:9](=[O:11])[CH3:10])[C:6](=O)[CH3:7])C.Cl.[NH:13]([CH2:15][C:16]([O:18][CH2:19]C)=[O:17])[NH2:14].Cl, predict the reaction product. (2) The product is: [Cl:11][C:8]1[CH:9]=[CH:10][C:5]([CH2:4][CH2:3][CH2:2][N:14]2[CH:15]=[CH:16][C:17]3[C:22](=[CH:21][C:20]([C:23]([O:25][CH3:26])=[O:24])=[CH:19][CH:18]=3)[C:13]2=[O:12])=[CH:6][CH:7]=1. Given the reactants Br[CH2:2][CH2:3][CH2:4][C:5]1[CH:10]=[CH:9][C:8]([Cl:11])=[CH:7][CH:6]=1.[O:12]=[C:13]1[C:22]2[C:17](=[CH:18][CH:19]=[C:20]([C:23]([O:25][CH3:26])=[O:24])[CH:21]=2)[CH:16]=[CH:15][NH:14]1, predict the reaction product.